This data is from Catalyst prediction with 721,799 reactions and 888 catalyst types from USPTO. The task is: Predict which catalyst facilitates the given reaction. Reactant: C(OC(=O)[NH:5][CH:6]([C:78]1[CH:83]=[CH:82][C:81]([O:84][CH3:85])=[CH:80][CH:79]=1)[C:7]1[CH:12]=[CH:11][C:10]([O:13][CH2:14][CH:15]2[CH2:20][CH:19]([O:21][CH2:22][CH2:23][CH2:24][CH2:25][CH2:26][CH2:27][CH2:28][CH2:29][CH2:30][CH2:31][CH2:32][CH2:33][CH2:34][CH2:35][CH2:36][CH2:37][CH2:38][CH3:39])[CH:18]([O:40][CH2:41][CH2:42][CH2:43][CH2:44][CH2:45][CH2:46][CH2:47][CH2:48][CH2:49][CH2:50][CH2:51][CH2:52][CH2:53][CH2:54][CH2:55][CH2:56][CH2:57][CH3:58])[CH:17]([O:59][CH2:60][CH2:61][CH2:62][CH2:63][CH2:64][CH2:65][CH2:66][CH2:67][CH2:68][CH2:69][CH2:70][CH2:71][CH2:72][CH2:73][CH2:74][CH2:75][CH2:76][CH3:77])[CH2:16]2)=[CH:9][CH:8]=1)C.C(O)C.[OH-].[Na+]. Product: [CH3:85][O:84][C:81]1[CH:82]=[CH:83][C:78]([CH:6]([NH2:5])[C:7]2[CH:8]=[CH:9][C:10]([O:13][CH2:14][CH:15]3[CH2:16][CH:17]([O:59][CH2:60][CH2:61][CH2:62][CH2:63][CH2:64][CH2:65][CH2:66][CH2:67][CH2:68][CH2:69][CH2:70][CH2:71][CH2:72][CH2:73][CH2:74][CH2:75][CH2:76][CH3:77])[CH:18]([O:40][CH2:41][CH2:42][CH2:43][CH2:44][CH2:45][CH2:46][CH2:47][CH2:48][CH2:49][CH2:50][CH2:51][CH2:52][CH2:53][CH2:54][CH2:55][CH2:56][CH2:57][CH3:58])[CH:19]([O:21][CH2:22][CH2:23][CH2:24][CH2:25][CH2:26][CH2:27][CH2:28][CH2:29][CH2:30][CH2:31][CH2:32][CH2:33][CH2:34][CH2:35][CH2:36][CH2:37][CH2:38][CH3:39])[CH2:20]3)=[CH:11][CH:12]=2)=[CH:79][CH:80]=1. The catalyst class is: 11.